This data is from Reaction yield outcomes from USPTO patents with 853,638 reactions. The task is: Predict the reaction yield, written as a fraction of the theoretical maximum amount of product (1.0 means a 100% yield; for example, 0.34 means a 34% yield). The reactants are C[C:2]1(C)[O:6][C:5](=[CH:7][C:8]([N:10]([CH2:13][CH2:14][C:15]2[CH:20]=[CH:19][C:18]([F:21])=[CH:17][CH:16]=2)[O:11][CH3:12])=[O:9])[C:4](=[O:22])[O:3]1. The catalyst is CO. The product is [CH3:2][O:3][C:4](=[O:22])[C:5]([OH:6])=[CH:7][C:8](=[O:9])[N:10]([CH2:13][CH2:14][C:15]1[CH:16]=[CH:17][C:18]([F:21])=[CH:19][CH:20]=1)[O:11][CH3:12]. The yield is 0.660.